This data is from Reaction yield outcomes from USPTO patents with 853,638 reactions. The task is: Predict the reaction yield, written as a fraction of the theoretical maximum amount of product (1.0 means a 100% yield; for example, 0.34 means a 34% yield). (1) The catalyst is C(OCC)(=O)C. The product is [C:24]([C:19]1[CH:20]=[CH:21][CH:22]=[CH:23][C:18]=1[C:15]1[CH:16]=[CH:17][C:12]([CH2:11][C:5]2[C:4](=[O:26])[N:3]([CH2:35][C:36]3[CH:45]=[CH:44][CH:43]=[CH:42][C:37]=3[C:38]([O:40][CH3:41])=[O:39])[C:2]([CH3:1])=[N:7][C:6]=2[CH2:8][CH2:9][CH3:10])=[CH:13][CH:14]=1)#[N:25]. The yield is 0.400. The reactants are [CH3:1][C:2]1[NH:3][C:4](=[O:26])[C:5]([CH2:11][C:12]2[CH:17]=[CH:16][C:15]([C:18]3[C:19]([C:24]#[N:25])=[CH:20][CH:21]=[CH:22][CH:23]=3)=[CH:14][CH:13]=2)=[C:6]([CH2:8][CH2:9][CH3:10])[N:7]=1.[H-].[Na+].CN(C)C=O.Br[CH2:35][C:36]1[CH:45]=[CH:44][CH:43]=[CH:42][C:37]=1[C:38]([O:40][CH3:41])=[O:39]. (2) The reactants are [F:1][C:2]1[CH:34]=[N:33][C:5]2[N:6]([CH:26]3[CH2:31][CH2:30][N:29]([CH3:32])[CH2:28][CH2:27]3)[C:7](=[O:25])[N:8]([C@@H:11]3[CH2:16][CH2:15][C@H:14]([NH:17][C:18](=[O:24])OC(C)(C)C)[CH2:13][CH2:12]3)[C:9](=[O:10])[C:4]=2[CH:3]=1.Cl.O1CCOCC1.[F:42][C:43]1[CH:44]=[CH:45][C:46]2[N:47]([CH:49]=[C:50](C(O)=O)[N:51]=2)[CH:48]=1.C(N(CC)C(C)C)(C)C. The catalyst is CN(C)C=O.O.C(OCC)(=O)C. The product is [F:42][C:43]1[CH:44]=[CH:45][C:46]2[N:47]([CH:49]=[C:50]([C:18]([NH:17][C@H:14]3[CH2:13][CH2:12][C@@H:11]([N:8]4[C:9](=[O:10])[C:4]5[CH:3]=[C:2]([F:1])[CH:34]=[N:33][C:5]=5[N:6]([CH:26]5[CH2:31][CH2:30][N:29]([CH3:32])[CH2:28][CH2:27]5)[C:7]4=[O:25])[CH2:16][CH2:15]3)=[O:24])[N:51]=2)[CH:48]=1. The yield is 0.120. (3) The catalyst is C1COCC1. The reactants are [Cl:1][C:2]1[CH:7]=[C:6]([I:8])[CH:5]=[CH:4][C:3]=1[NH:9][C:10]1[C:14]2[CH:15]=[N:16][CH:17]=[CH:18][C:13]=2[O:12][C:11]=1[C:19]([O:21]CC)=O.[OH-].[Na+].[CH3:26][C:27]1([CH3:35])[O:31][C@@H:30]([CH2:32][O:33][NH2:34])[CH2:29][O:28]1.C1C=CC2N(O)N=NC=2C=1.CCN(C(C)C)C(C)C. The product is [CH3:26][C:27]1([CH3:35])[O:31][C@@H:30]([CH2:32][O:33][NH:34][C:19]([C:11]2[O:12][C:13]3[CH:18]=[CH:17][N:16]=[CH:15][C:14]=3[C:10]=2[NH:9][C:3]2[CH:4]=[CH:5][C:6]([I:8])=[CH:7][C:2]=2[Cl:1])=[O:21])[CH2:29][O:28]1. The yield is 0.840. (4) The reactants are Br[C:2]1[CH:15]=[CH:14][CH:13]=[CH:12][C:3]=1[CH2:4][NH:5][C:6](=[O:11])[C:7]([F:10])([F:9])[F:8].CC1(C)C(C)(C)OB([C:24]2[CH:30]=[CH:29][C:27]([NH2:28])=[CH:26][CH:25]=2)O1.C1C=CC(P(C2C=CC=CC=2)C2C=CC=CC=2)=CC=1.C([O-])([O-])=O.[K+].[K+]. The catalyst is CN(C=O)C.CC([O-])=O.CC([O-])=O.[Pd+2]. The product is [NH2:28][C:27]1[CH:29]=[CH:30][C:24]([C:2]2[CH:15]=[CH:14][CH:13]=[CH:12][C:3]=2[CH2:4][NH:5][C:6](=[O:11])[C:7]([F:10])([F:9])[F:8])=[CH:25][CH:26]=1. The yield is 0.490. (5) The yield is 0.380. The reactants are [OH:1][C:2]1[CH:11]=[CH:10][C:5]2[NH:6][C:7](=[O:9])[O:8][C:4]=2[CH:3]=1.[CH2:12]1[CH2:17][O:16][CH:15]=[CH:14][CH2:13]1.CC1C=CC(S([O-])(=O)=O)=CC=1.C1C=C[NH+]=CC=1. The product is [O:16]1[CH2:17][CH2:12][CH2:13][CH2:14][CH:15]1[O:1][C:2]1[CH:11]=[CH:10][C:5]2[NH:6][C:7](=[O:9])[O:8][C:4]=2[CH:3]=1. The catalyst is CN(C=O)C.C(Cl)Cl.C(Cl)Cl. (6) The reactants are [CH3:1][O:2][C:3]1[CH:4]=[C:5]([C@H:9]([NH:11][C:12]([C:14]2[C:15]3[CH:16]=[CH:17][NH:18][C:19]=3[CH:20]=[CH:21][CH:22]=2)=[O:13])[CH3:10])[CH:6]=[CH:7][CH:8]=1.[NH2:23][C:24]1[N:29]=[C:28](Cl)[CH:27]=[CH:26][N:25]=1.NC1N=C(N2C3C=CC=C(C(NCC4C=CC=CC=4Cl)=O)C=3C=C2)C=CN=1.CO. The catalyst is O. The product is [NH2:23][C:24]1[N:29]=[C:28]([N:18]2[C:19]3[CH:20]=[CH:21][CH:22]=[C:14]([C:12]([NH:11][C@@H:9]([C:5]4[CH:6]=[CH:7][CH:8]=[C:3]([O:2][CH3:1])[CH:4]=4)[CH3:10])=[O:13])[C:15]=3[CH:16]=[CH:17]2)[CH:27]=[CH:26][N:25]=1. The yield is 0.410. (7) The reactants are Br[CH2:2][C:3]1[CH:8]=[CH:7][CH:6]=[CH:5][C:4]=1[F:9].[OH:10][C:11]1[CH:18]=[CH:17][C:14]([CH:15]=[O:16])=[CH:13][CH:12]=1.C([O-])([O-])=O.[K+].[K+]. The catalyst is CC(C)=O.O. The product is [F:9][C:4]1[CH:5]=[CH:6][CH:7]=[CH:8][C:3]=1[CH2:2][O:10][C:11]1[CH:18]=[CH:17][C:14]([CH:15]=[O:16])=[CH:13][CH:12]=1. The yield is 0.790. (8) The reactants are O.O.C([O-])(=O)C.[Li+].[Si:8]([O:15][C@@H:16]1[N:22]([C:23]([O:25][CH2:26][CH:27]=[CH2:28])=[O:24])[C:21]2[CH:29]=[C:30]([O:35][Si](C(C)C)(C(C)C)C(C)C)[C:31]([O:33][CH3:34])=[CH:32][C:20]=2[C:19](=[O:46])[N:18]2[CH:47]=[C:48](/[CH:50]=[CH:51]/[CH3:52])[CH2:49][C@@H:17]12)([C:11]([CH3:14])([CH3:13])[CH3:12])([CH3:10])[CH3:9]. The catalyst is CN(C=O)C.C(OCC)(=O)C. The product is [Si:8]([O:15][C@@H:16]1[N:22]([C:23]([O:25][CH2:26][CH:27]=[CH2:28])=[O:24])[C:21]2[CH:29]=[C:30]([OH:35])[C:31]([O:33][CH3:34])=[CH:32][C:20]=2[C:19](=[O:46])[N:18]2[CH:47]=[C:48](/[CH:50]=[CH:51]/[CH3:52])[CH2:49][C@@H:17]12)([C:11]([CH3:14])([CH3:13])[CH3:12])([CH3:9])[CH3:10]. The yield is 0.450. (9) The reactants are [C:1]1([O:9][CH3:10])[C:2](=[CH:5][CH:6]=[CH:7][CH:8]=1)[O:3][CH3:4].[Li]CCCC.CN(OC)[C:18](=[O:25])[C:19]1[CH:24]=[CH:23][N:22]=[CH:21][CH:20]=1. The catalyst is O1CCCC1. The product is [CH3:4][O:3][C:2]1[C:1]([O:9][CH3:10])=[CH:8][CH:7]=[CH:6][C:5]=1[C:18]([C:19]1[CH:24]=[CH:23][N:22]=[CH:21][CH:20]=1)=[O:25]. The yield is 0.950.